Task: Predict the product of the given reaction.. Dataset: Forward reaction prediction with 1.9M reactions from USPTO patents (1976-2016) (1) The product is: [Cl:1][C:2]1[CH:7]=[C:6]([O:8][CH3:9])[CH:5]=[CH:4][C:3]=1[C:10]1[N:11]=[N:12][N:13]([CH2:15][CH2:16][C@@:17]([CH3:32])([S:28]([CH3:31])(=[O:29])=[O:30])[C:18]([NH:20][OH:21])=[O:19])[CH:14]=1. Given the reactants [Cl:1][C:2]1[CH:7]=[C:6]([O:8][CH3:9])[CH:5]=[CH:4][C:3]=1[C:10]1[N:11]=[N:12][N:13]([CH2:15][CH2:16][C@@:17]([CH3:32])([S:28]([CH3:31])(=[O:30])=[O:29])[C:18]([NH:20][O:21]C2CCCCO2)=[O:19])[CH:14]=1.Cl, predict the reaction product. (2) Given the reactants [N+:1]([C:4]1[CH:9]=[C:8]([NH2:10])[CH:7]=[CH:6][C:5]=1[NH2:11])([O-:3])=[O:2].O1CCOCC1.C(OCC)C.[ClH:23], predict the reaction product. The product is: [ClH:23].[N+:1]([C:4]1[CH:9]=[C:8]([NH2:10])[CH:7]=[CH:6][C:5]=1[NH2:11])([O-:3])=[O:2]. (3) Given the reactants [NH:1]1[C:9]2[C:4](=[CH:5][CH:6]=[CH:7][CH:8]=2)[C:3]2([C:21]3[C:12](=[CH:13][C:14]4[O:19][CH2:18][CH2:17][O:16][C:15]=4[CH:20]=3)[O:11][CH2:10]2)[C:2]1=[O:22].N1C2C(=CC=CC=2)[C@@]2(C3C(=CC4OCCOC=4C=3)OC2)C1=O.Br[CH2:46][C:47]1[CH:52]=[CH:51][C:50]([F:53])=[CH:49][CH:48]=1.BrCCCCC, predict the reaction product. The product is: [F:53][C:50]1[CH:51]=[CH:52][C:47]([CH2:46][N:1]2[C:9]3[C:4](=[CH:5][CH:6]=[CH:7][CH:8]=3)[C:3]3([C:21]4[C:12](=[CH:13][C:14]5[O:19][CH2:18][CH2:17][O:16][C:15]=5[CH:20]=4)[O:11][CH2:10]3)[C:2]2=[O:22])=[CH:48][CH:49]=1. (4) Given the reactants [CH3:1][C:2]1[N:3]([CH:14]([CH3:22])[C:15](=[O:21])[N:16]2[CH2:20][CH2:19][CH2:18][CH2:17]2)[C:4]2[C:9]([C:10]=1[C:11](O)=[O:12])=[CH:8][CH:7]=[CH:6][CH:5]=2.C1C=C2N=NN(O)C2=CC=1.N.Cl.CN(C)CCCN=C=NCC.C(N(CC)CC)C.[NH2:53][CH2:54][C:55]1[C:56]([OH:63])=[N:57][C:58]([CH3:62])=[CH:59][C:60]=1[CH3:61], predict the reaction product. The product is: [CH3:61][C:60]1[CH:59]=[C:58]([CH3:62])[NH:57][C:56](=[O:63])[C:55]=1[CH2:54][NH:53][C:11]([C:10]1[C:9]2[C:4](=[CH:5][CH:6]=[CH:7][CH:8]=2)[N:3]([CH:14]([CH3:22])[C:15](=[O:21])[N:16]2[CH2:20][CH2:19][CH2:18][CH2:17]2)[C:2]=1[CH3:1])=[O:12]. (5) Given the reactants [CH:1]1([C:4]2[CH:5]=[C:6]([C:13]([O:15][CH2:16][CH3:17])=[O:14])[C:7]3[CH:12]=[N:11][NH:10][C:8]=3[N:9]=2)[CH2:3][CH2:2]1.CC(C)([O-])C.[K+].[NH2:24]OC(C1C=CC(OC)=CC=1)=O.COC1C=CC(C(ON)=O)=CC=1, predict the reaction product. The product is: [NH2:24][N:10]1[C:8]2[N:9]=[C:4]([CH:1]3[CH2:2][CH2:3]3)[CH:5]=[C:6]([C:13]([O:15][CH2:16][CH3:17])=[O:14])[C:7]=2[CH:12]=[N:11]1.